Dataset: Catalyst prediction with 721,799 reactions and 888 catalyst types from USPTO. Task: Predict which catalyst facilitates the given reaction. (1) The catalyst class is: 13. Reactant: [ClH:1].[S:2]1[C:6]2[CH:7]=[CH:8][CH:9]=[CH:10][C:5]=2[C:4]([N:11]2[CH2:16][CH2:15][N:14]([CH2:17][C@@H:18]3[CH2:23][CH2:22][CH2:21][CH2:20][C@H:19]3[CH2:24][N:25]3[C:33](=[O:34])[C@H:32]4[C@H:27]([C@H:28]5[CH2:35][C@@H:31]4[CH2:30][CH2:29]5)[C:26]3=[O:36])[CH2:13][CH2:12]2)=[N:3]1.Cl. Product: [OH2:34].[OH2:34].[ClH:1].[ClH:1].[S:2]1[C:6]2[CH:7]=[CH:8][CH:9]=[CH:10][C:5]=2[C:4]([N:11]2[CH2:12][CH2:13][N:14]([CH2:17][C@@H:18]3[CH2:23][CH2:22][CH2:21][CH2:20][C@H:19]3[CH2:24][N:25]3[C:26](=[O:36])[C@H:27]4[C@H:32]([C@H:31]5[CH2:35][C@@H:28]4[CH2:29][CH2:30]5)[C:33]3=[O:34])[CH2:15][CH2:16]2)=[N:3]1. (2) Reactant: Br[CH2:2][C:3]([O:5][CH2:6][CH3:7])=[O:4].[CH3:8][C@@H:9]([NH2:16])[C:10]1[CH:15]=[CH:14][CH:13]=[CH:12][CH:11]=1.C(N(C(C)C)C(C)C)C. Product: [C:10]1([C@H:9]([NH:16][CH2:2][C:3]([O:5][CH2:6][CH3:7])=[O:4])[CH3:8])[CH:15]=[CH:14][CH:13]=[CH:12][CH:11]=1. The catalyst class is: 11. (3) Reactant: [N:1]1[CH:6]=[CH:5][CH:4]=[CH:3][C:2]=1[C:7]([C:9]1[S:13][C:12]([NH2:14])=[N:11][C:10]=1[C:15]1[O:16][CH:17]=[CH:18][CH:19]=1)=[O:8].C(N(CC)CC)C.[Cl:27][CH2:28][C:29](Cl)=[O:30].C(=O)([O-])O.[Na+]. Product: [Cl:27][CH2:28][C:29]([NH:14][C:12]1[S:13][C:9]([C:7]([C:2]2[CH:3]=[CH:4][CH:5]=[CH:6][N:1]=2)=[O:8])=[C:10]([C:15]2[O:16][CH:17]=[CH:18][CH:19]=2)[N:11]=1)=[O:30]. The catalyst class is: 20. (4) Reactant: [Cl-].O[NH3+:3].[C:4](=[O:7])([O-])[OH:5].[Na+].CS(C)=O.[CH2:13]([C:15]1[N:16]([C:40]2[CH:45]=[CH:44][C:43]([C:46]([O:49][CH3:50])([CH3:48])[CH3:47])=[CH:42][CH:41]=2)[C:17](=[O:39])[C:18]([CH2:24][C:25]2[CH:30]=[CH:29][C:28]([C:31]3[C:32]([C:37]#[N:38])=[CH:33][CH:34]=[CH:35][CH:36]=3)=[CH:27][CH:26]=2)=[C:19]([CH2:21][CH2:22][CH3:23])[N:20]=1)[CH3:14]. Product: [CH2:13]([C:15]1[N:16]([C:40]2[CH:41]=[CH:42][C:43]([C:46]([O:49][CH3:50])([CH3:48])[CH3:47])=[CH:44][CH:45]=2)[C:17](=[O:39])[C:18]([CH2:24][C:25]2[CH:30]=[CH:29][C:28]([C:31]3[CH:36]=[CH:35][CH:34]=[CH:33][C:32]=3[C:37]3[NH:3][C:4](=[O:7])[O:5][N:38]=3)=[CH:27][CH:26]=2)=[C:19]([CH2:21][CH2:22][CH3:23])[N:20]=1)[CH3:14]. The catalyst class is: 6. (5) Reactant: [CH2:1](O)[CH2:2][CH3:3].CC1C=CC=C(C)N=1.FC(F)(F)S(OS(C(F)(F)F)(=O)=O)(=O)=O.[CH2:28]([O:35][NH2:36])[C:29]1[CH:34]=[CH:33][CH:32]=[CH:31][CH:30]=1. Product: [CH2:28]([O:35][NH:36][CH2:1][CH2:2][CH3:3])[C:29]1[CH:34]=[CH:33][CH:32]=[CH:31][CH:30]=1. The catalyst class is: 2.